This data is from Forward reaction prediction with 1.9M reactions from USPTO patents (1976-2016). The task is: Predict the product of the given reaction. (1) The product is: [C:17]1([C:14]2[CH:15]=[C:4]([C:2]([OH:12])=[O:3])[C:6]3[C:11](=[CH:10][CH:9]=[CH:8][CH:7]=3)[N:1]=2)[CH:22]=[CH:21][CH:20]=[CH:19][CH:18]=1. Given the reactants [NH:1]1[C:11]2[C:6](=[CH:7][CH:8]=[CH:9][CH:10]=2)[C:4](=O)[C:2]1=[O:3].[OH-:12].[K+].[C:14]([C:17]1[CH:22]=[CH:21][CH:20]=[CH:19][CH:18]=1)(=O)[CH3:15], predict the reaction product. (2) Given the reactants [N:1]([C@@H:4]([CH:8]([CH2:11][CH3:12])[CH2:9][CH3:10])[C:5]([OH:7])=[O:6])=[N+]=[N-].C(O)(=O)C, predict the reaction product. The product is: [NH2:1][C@@H:4]([CH:8]([CH2:11][CH3:12])[CH2:9][CH3:10])[C:5]([OH:7])=[O:6]. (3) The product is: [F:1][C:2]1[CH:7]=[C:6]([F:8])[CH:5]=[CH:4][C:3]=1[C:12]1[C:17]([Cl:18])=[C:16]([CH3:19])[C:15]([C:20]([F:22])([F:23])[F:21])=[CH:14][N:13]=1.[F:1][C:2]1[CH:7]=[C:6]([O:26][CH2:25][C:24]([O:28][CH3:29])=[O:27])[C:5]([N+:9]([O-:11])=[O:10])=[CH:4][C:3]=1[C:12]1[C:17]([Cl:18])=[C:16]([CH3:19])[C:15]([C:20]([F:23])([F:22])[F:21])=[CH:14][N:13]=1. Given the reactants [F:1][C:2]1[CH:7]=[C:6]([F:8])[C:5]([N+:9]([O-:11])=[O:10])=[CH:4][C:3]=1[C:12]1[C:17]([Cl:18])=[C:16]([CH3:19])[C:15]([C:20]([F:23])([F:22])[F:21])=[CH:14][N:13]=1.[C:24]([O:28][CH3:29])(=[O:27])[CH2:25][OH:26].[F-].[K+], predict the reaction product.